This data is from Retrosynthesis with 50K atom-mapped reactions and 10 reaction types from USPTO. The task is: Predict the reactants needed to synthesize the given product. (1) Given the product CCC(CC)n1ncn(-c2ccc(N3CCN(c4ccc(SCC5COC(Cn6cncn6)(c6ccc(F)cc6F)C5)cc4)CC3)cc2)c1=O, predict the reactants needed to synthesize it. The reactants are: CCC(Br)CC.O=c1[nH]ncn1-c1ccc(N2CCN(c3ccc(SCC4COC(Cn5cncn5)(c5ccc(F)cc5F)C4)cc3)CC2)cc1. (2) Given the product CN1C(=O)CCc2cc(-c3cncc(C4=CN(C(=O)OC(C)(C)C)CCC4)c3)ccc21, predict the reactants needed to synthesize it. The reactants are: CC(C)(C)OC(=O)N1C=C(B2OC(C)(C)C(C)(C)O2)CCC1.CN1C(=O)CCc2cc(-c3cncc(Br)c3)ccc21. (3) Given the product c1ccc(N2CCCNCC2)nc1, predict the reactants needed to synthesize it. The reactants are: Brc1ccccn1.C1CNCCNC1. (4) Given the product C#CC(=O)OCCC#N, predict the reactants needed to synthesize it. The reactants are: C#CC(=O)O.N#CCCO. (5) Given the product O=C1c2ccccc2C(=O)N1CCN1CCC(c2nsc3cc(F)ccc23)CC1, predict the reactants needed to synthesize it. The reactants are: Fc1ccc2c(C3CCNCC3)nsc2c1.O=C1c2ccccc2C(=O)N1CCBr. (6) Given the product O=C(Nc1ccc2c(c1)CN=CN2)C1CCN(c2ccc3ccccc3c2)CC1, predict the reactants needed to synthesize it. The reactants are: Nc1ccc2c(c1)CN=CN2.O=C(O)C1CCN(c2ccc3ccccc3c2)CC1. (7) Given the product CC(Oc1cc(-n2cnc3cc(COS(C)(=O)=O)ncc32)sc1C(N)=O)c1ccccc1F, predict the reactants needed to synthesize it. The reactants are: CC(Oc1cc(-n2cnc3cc(CO)ncc32)sc1C(N)=O)c1ccccc1F.CS(=O)(=O)Cl. (8) Given the product O=C(CBr)NCCSC(c1ccccc1)(c1ccccc1)c1ccccc1, predict the reactants needed to synthesize it. The reactants are: NCCSC(c1ccccc1)(c1ccccc1)c1ccccc1.O=C(Br)CBr.